This data is from Full USPTO retrosynthesis dataset with 1.9M reactions from patents (1976-2016). The task is: Predict the reactants needed to synthesize the given product. (1) The reactants are: [Br:1][C:2]1[CH:3]=[C:4]([NH:13][C:14]2[C:19]([C:20](=[O:22])[NH2:21])=[CH:18][N:17]=[C:16]([NH:23][C@@H:24]3[CH2:29][CH2:28][CH2:27][CH2:26][C@@H:25]3[NH:30]C(=O)OC(C)(C)C)[N:15]=2)[CH:5]=[C:6]([N:8]2[N:12]=[CH:11][CH:10]=[N:9]2)[CH:7]=1.C(O)(C(F)(F)F)=O. Given the product [NH2:30][C@H:25]1[CH2:26][CH2:27][CH2:28][CH2:29][C@H:24]1[NH:23][C:16]1[N:15]=[C:14]([NH:13][C:4]2[CH:5]=[C:6]([N:8]3[N:9]=[CH:10][CH:11]=[N:12]3)[CH:7]=[C:2]([Br:1])[CH:3]=2)[C:19]([C:20]([NH2:21])=[O:22])=[CH:18][N:17]=1, predict the reactants needed to synthesize it. (2) Given the product [OH:2][CH2:1][C:3]1[N:4]([CH2:12][O:13][CH2:14][CH2:15][Si:16]([CH3:17])([CH3:19])[CH3:18])[CH:5]=[C:6]([C:8]([O:10][CH3:11])=[O:9])[N:7]=1, predict the reactants needed to synthesize it. The reactants are: [CH:1]([C:3]1[N:4]([CH2:12][O:13][CH2:14][CH2:15][Si:16]([CH3:19])([CH3:18])[CH3:17])[CH:5]=[C:6]([C:8]([O:10][CH3:11])=[O:9])[N:7]=1)=[O:2].[BH4-].[Na+]. (3) Given the product [CH2:18]([N:9]1[CH2:8][CH2:7][N:6]([C:10]([O:12][C:13]([CH3:16])([CH3:15])[CH3:14])=[O:11])[CH2:5][C:4]1=[O:3])[CH3:19], predict the reactants needed to synthesize it. The reactants are: [H-].[Na+].[O:3]=[C:4]1[NH:9][CH2:8][CH2:7][N:6]([C:10]([O:12][C:13]([CH3:16])([CH3:15])[CH3:14])=[O:11])[CH2:5]1.I[CH2:18][CH3:19].O. (4) The reactants are: [Cl:1][C:2]1[CH:7]=[C:6]([Cl:8])[N:5]=[CH:4][C:3]=1CO.S(Cl)(Cl)(=O)=O.[C:16]([Cl:20])(Cl)([Cl:18])[Cl:17]. Given the product [Cl:8][C:6]1[CH:7]=[C:2]([Cl:1])[C:3]([C:16]([Cl:20])([Cl:18])[Cl:17])=[CH:4][N:5]=1, predict the reactants needed to synthesize it. (5) Given the product [CH:1](=[C:11](/[CH2:12][CH2:13][CH3:14])\[C:10](=[O:15])[CH3:9])/[C:2]1[CH:7]=[CH:6][CH:5]=[CH:4][CH:3]=1, predict the reactants needed to synthesize it. The reactants are: [CH:1](=O)[C:2]1[CH:7]=[CH:6][CH:5]=[CH:4][CH:3]=1.[CH3:9][C:10](=[O:15])[CH2:11][CH2:12][CH2:13][CH3:14].